From a dataset of Forward reaction prediction with 1.9M reactions from USPTO patents (1976-2016). Predict the product of the given reaction. (1) Given the reactants [Cl:1][C:2]1[CH:3]=[CH:4][C:5]([O:10][CH2:11][C:12]([N:14]2[CH2:19][C@H:18]([CH3:20])[N:17]([CH2:21][C:22]3[CH:27]=[CH:26][C:25]([F:28])=[CH:24][CH:23]=3)[CH2:16][C@H:15]2[CH3:29])=[O:13])=[C:6]([CH:9]=1)[CH:7]=O.C([O-])(=O)C.[NH4+].C([BH3-])#[N:36].[Na+], predict the reaction product. The product is: [NH2:36][CH2:7][C:6]1[CH:9]=[C:2]([Cl:1])[CH:3]=[CH:4][C:5]=1[O:10][CH2:11][C:12]([N:14]1[CH2:19][C@H:18]([CH3:20])[N:17]([CH2:21][C:22]2[CH:23]=[CH:24][C:25]([F:28])=[CH:26][CH:27]=2)[CH2:16][C@H:15]1[CH3:29])=[O:13]. (2) Given the reactants Cl.[N:2]1[CH:7]=[CH:6][CH:5]=[CH:4][C:3]=1[N:8]1[CH2:13][CH2:12][N:11]([CH2:14][C:15]([OH:17])=O)[CH2:10][CH2:9]1.[NH2:18][C@@H:19]([CH2:37][O:38][CH2:39][C:40]1[CH:45]=[CH:44][CH:43]=[CH:42][CH:41]=1)[C:20]([NH:22][C:23]1[CH:28]=[CH:27][C:26]([O:29][C:30]2[CH:35]=[CH:34][C:33]([F:36])=[CH:32][CH:31]=2)=[CH:25][CH:24]=1)=[O:21], predict the reaction product. The product is: [CH2:39]([O:38][CH2:37][C@H:19]([NH:18][C:15](=[O:17])[CH2:14][N:11]1[CH2:10][CH2:9][N:8]([C:3]2[CH:4]=[CH:5][CH:6]=[CH:7][N:2]=2)[CH2:13][CH2:12]1)[C:20]([NH:22][C:23]1[CH:28]=[CH:27][C:26]([O:29][C:30]2[CH:35]=[CH:34][C:33]([F:36])=[CH:32][CH:31]=2)=[CH:25][CH:24]=1)=[O:21])[C:40]1[CH:45]=[CH:44][CH:43]=[CH:42][CH:41]=1.